This data is from Peptide-MHC class I binding affinity with 185,985 pairs from IEDB/IMGT. The task is: Regression. Given a peptide amino acid sequence and an MHC pseudo amino acid sequence, predict their binding affinity value. This is MHC class I binding data. (1) The MHC is HLA-B38:01 with pseudo-sequence HLA-B38:01. The binding affinity (normalized) is 0.848. The peptide sequence is YHSNVKELVF. (2) The peptide sequence is RLARAIIEL. The MHC is BoLA-T2C with pseudo-sequence BoLA-T2C. The binding affinity (normalized) is 0.763. (3) The peptide sequence is DVKASMLEKY. The MHC is HLA-A68:01 with pseudo-sequence HLA-A68:01. The binding affinity (normalized) is 0.415. (4) The peptide sequence is ISQHNHRPGY. The MHC is HLA-A30:02 with pseudo-sequence HLA-A30:02. The binding affinity (normalized) is 0.574. (5) The peptide sequence is IIIPFIAYFV. The MHC is HLA-B35:01 with pseudo-sequence HLA-B35:01. The binding affinity (normalized) is 0.0667. (6) The binding affinity (normalized) is 0.0847. The peptide sequence is AIKPITDQF. The MHC is HLA-A31:01 with pseudo-sequence HLA-A31:01. (7) The peptide sequence is YQAENSTAE. The MHC is HLA-B15:17 with pseudo-sequence HLA-B15:17. The binding affinity (normalized) is 0.0847.